Dataset: Catalyst prediction with 721,799 reactions and 888 catalyst types from USPTO. Task: Predict which catalyst facilitates the given reaction. (1) Reactant: [CH2:1]([O:4][C:5]1[CH:33]=[CH:32][C:8]([CH2:9][N:10]([CH2:23][C:24]2[CH:29]=[CH:28][C:27]([C:30]#[N:31])=[CH:26][CH:25]=2)[C:11]2[C:12]([CH3:22])=[C:13]([NH:17][S:18]([CH3:21])(=[O:20])=[O:19])[CH:14]=[CH:15][CH:16]=2)=[CH:7][CH:6]=1)[CH:2]=[CH2:3].C(N(CC)CC)C.[S:41](Cl)([CH3:44])(=[O:43])=[O:42]. Product: [CH2:1]([O:4][C:5]1[CH:33]=[CH:32][C:8]([CH2:9][N:10]([CH2:23][C:24]2[CH:25]=[CH:26][C:27]([C:30]#[N:31])=[CH:28][CH:29]=2)[C:11]2[C:12]([CH3:22])=[C:13]([N:17]([S:41]([CH3:44])(=[O:43])=[O:42])[S:18]([CH3:21])(=[O:19])=[O:20])[CH:14]=[CH:15][CH:16]=2)=[CH:7][CH:6]=1)[CH:2]=[CH2:3]. The catalyst class is: 2. (2) Reactant: O=C(N1C=CN=C1)N1C=CN=C1.[CH3:13][C:14]([O:17][C:18]([N:20]1[CH2:26][CH2:25][C:24]2[CH:27]=[CH:28][C:29]([O:31][C:32]3[N:33]=[CH:34][C:35]([C:38]([OH:40])=O)=[N:36][CH:37]=3)=[CH:30][C:23]=2[CH2:22][CH2:21]1)=[O:19])([CH3:16])[CH3:15].O[NH:42]/[C:43](=[N:45]/[H])/[CH3:44]. Product: [CH3:44][C:43]1[N:45]=[C:38]([C:35]2[N:36]=[CH:37][C:32]([O:31][C:29]3[CH:28]=[CH:27][C:24]4[CH2:25][CH2:26][N:20]([C:18]([O:17][C:14]([CH3:15])([CH3:13])[CH3:16])=[O:19])[CH2:21][CH2:22][C:23]=4[CH:30]=3)=[N:33][CH:34]=2)[O:40][N:42]=1. The catalyst class is: 54.